Dataset: Full USPTO retrosynthesis dataset with 1.9M reactions from patents (1976-2016). Task: Predict the reactants needed to synthesize the given product. (1) Given the product [CH2:1]([N:8]1[CH2:12][CH:11]2[CH:10]([C:19](=[O:20])[C:17]3[C:16]([Br:18])=[CH:15][S:14][C:13]=32)[CH2:9]1)[C:2]1[CH:7]=[CH:6][CH:5]=[CH:4][CH:3]=1, predict the reactants needed to synthesize it. The reactants are: [CH2:1]([N:8]1[CH2:12][CH:11]([C:13]2[S:14][CH:15]=[C:16]([Br:18])[CH:17]=2)[CH:10]([C:19](Cl)=[O:20])[CH2:9]1)[C:2]1[CH:7]=[CH:6][CH:5]=[CH:4][CH:3]=1.[Al+3].[Cl-].[Cl-].[Cl-]. (2) Given the product [NH2:7][CH:8]1[CH2:11][N:10]([C:12]2[CH:17]=[CH:16][N:15]=[C:14]([NH:18][CH2:19][CH2:20][CH2:21][CH3:22])[N:13]=2)[CH2:9]1, predict the reactants needed to synthesize it. The reactants are: C(OC(=O)[NH:7][CH:8]1[CH2:11][N:10]([C:12]2[CH:17]=[CH:16][N:15]=[C:14]([NH:18][CH2:19][CH2:20][CH2:21][CH3:22])[N:13]=2)[CH2:9]1)(C)(C)C.Cl.CO. (3) The reactants are: Br[C:2]1[CH:7]=[CH:6][CH:5]=[CH:4][CH:3]=1.[O:8]1[CH:12]=[CH:11][CH:10]=[C:9]1B(O)O. Given the product [C:2]1([C:9]2[O:8][CH:12]=[CH:11][CH:10]=2)[CH:7]=[CH:6][CH:5]=[CH:4][CH:3]=1, predict the reactants needed to synthesize it. (4) Given the product [F:1][C:2]1[CH:7]=[CH:6][C:5]([C:23]2[CH:24]=[CH:25][N:20]=[CH:21][CH:22]=2)=[CH:4][C:3]=1[C:9]([C:11]1[CH:16]=[CH:15][CH:14]=[C:13]([N+:17]([O-:19])=[O:18])[CH:12]=1)=[O:10], predict the reactants needed to synthesize it. The reactants are: [F:1][C:2]1[CH:7]=[CH:6][C:5](I)=[CH:4][C:3]=1[C:9]([C:11]1[CH:16]=[CH:15][CH:14]=[C:13]([N+:17]([O-:19])=[O:18])[CH:12]=1)=[O:10].[N:20]1[CH:25]=[CH:24][C:23](B(O)O)=[CH:22][CH:21]=1.C(COC)OC.C(=O)([O-])[O-].[Na+].[Na+]. (5) Given the product [C:10]([C:5]1[N:4]=[CH:3][C:2]([C:7]([OH:9])=[O:8])=[N:1][CH:6]=1)(=[O:17])[C:11]1[CH:16]=[CH:15][CH:14]=[CH:13][CH:12]=1, predict the reactants needed to synthesize it. The reactants are: [N:1]1[CH:6]=[CH:5][N:4]=[CH:3][C:2]=1[C:7]([OH:9])=[O:8].[CH:10](=[O:17])[C:11]1[CH:16]=[CH:15][CH:14]=[CH:13][CH:12]=1.S(=O)(=O)(O)O.C(OOC(C)(C)C)(C)(C)C. (6) Given the product [C:1]([O:5][C:6](=[O:25])[NH:7][C:8]1[CH:13]=[C:12]([O:14][CH2:15][C:16]([F:18])([F:17])[F:19])[C:11]([C:20]([F:22])([F:23])[F:21])=[CH:10][C:9]=1[NH:24][C:31](=[O:30])[CH2:32][C:33]([C:35]1[CH:40]=[CH:39][CH:38]=[C:37]([C:41]2[CH:42]=[N:43][C:44]([N:47]([CH3:49])[CH3:48])=[CH:45][CH:46]=2)[CH:36]=1)=[O:34])([CH3:4])([CH3:2])[CH3:3], predict the reactants needed to synthesize it. The reactants are: [C:1]([O:5][C:6](=[O:25])[NH:7][C:8]1[CH:13]=[C:12]([O:14][CH2:15][C:16]([F:19])([F:18])[F:17])[C:11]([C:20]([F:23])([F:22])[F:21])=[CH:10][C:9]=1[NH2:24])([CH3:4])([CH3:3])[CH3:2].C([O:30][C:31](=O)[CH2:32][C:33]([C:35]1[CH:40]=[CH:39][CH:38]=[C:37]([C:41]2[CH:42]=[N:43][C:44]([N:47]([CH3:49])[CH3:48])=[CH:45][CH:46]=2)[CH:36]=1)=[O:34])(C)(C)C. (7) Given the product [C:14]([NH:13][C:11]1[S:12][C:8]2[CH:7]=[C:6]([O:5][C:4]3[CH:3]=[C:2]([NH:1][C:27](=[O:28])[C:26]4[CH:30]=[CH:31][CH:32]=[C:24]([C:22]#[N:23])[CH:25]=4)[CH:21]=[CH:20][CH:19]=3)[CH:18]=[CH:17][C:9]=2[N:10]=1)(=[O:16])[CH3:15], predict the reactants needed to synthesize it. The reactants are: [NH2:1][C:2]1[CH:3]=[C:4]([CH:19]=[CH:20][CH:21]=1)[O:5][C:6]1[CH:18]=[CH:17][C:9]2[N:10]=[C:11]([NH:13][C:14](=[O:16])[CH3:15])[S:12][C:8]=2[CH:7]=1.[C:22]([C:24]1[CH:25]=[C:26]([CH:30]=[CH:31][CH:32]=1)[C:27](O)=[O:28])#[N:23].O1CCCC1.C(Cl)(=O)C(Cl)=O.